Dataset: Full USPTO retrosynthesis dataset with 1.9M reactions from patents (1976-2016). Task: Predict the reactants needed to synthesize the given product. (1) Given the product [F:1][C:2]1[CH:3]=[CH:4][C:5]([C:8](=[O:17])[CH2:9][CH:10]([C:11]2[CH:12]=[CH:13][CH:14]=[CH:15][CH:16]=2)[CH2:21][N+:18]([O-:20])=[O:19])=[CH:6][CH:7]=1, predict the reactants needed to synthesize it. The reactants are: [F:1][C:2]1[CH:7]=[CH:6][C:5]([C:8](=[O:17])/[CH:9]=[CH:10]/[C:11]2[CH:16]=[CH:15][CH:14]=[CH:13][CH:12]=2)=[CH:4][CH:3]=1.[N+:18]([CH3:21])([O-:20])=[O:19].C(NCC)C. (2) Given the product [Br:1][C:2]1[C:3]([OH:27])=[C:4]([C:9]([N:12]([C:13]([O:15][C:16]([CH3:19])([CH3:18])[CH3:17])=[O:14])[C:20]([O:22][C:23]([CH3:26])([CH3:24])[CH3:25])=[O:21])=[CH:10][CH:11]=1)[C:5]([O:7][CH3:8])=[O:6], predict the reactants needed to synthesize it. The reactants are: [Br:1][C:2]1[C:3]([O:27]S(C2C=CC(C)=CC=2)(=O)=O)=[C:4]([C:9]([N:12]([C:20]([O:22][C:23]([CH3:26])([CH3:25])[CH3:24])=[O:21])[C:13]([O:15][C:16]([CH3:19])([CH3:18])[CH3:17])=[O:14])=[CH:10][CH:11]=1)[C:5]([O:7][CH3:8])=[O:6].[OH-].[Na+]. (3) Given the product [NH2:33][C:30]1[CH:31]=[CH:32][C:27]([O:26][C:24]2[CH:23]=[CH:22][N:21]=[C:20]3[NH:19][CH:18]=[C:17]([CH:15]([OH:16])[CH2:14][OH:13])[C:25]=23)=[C:28]([F:36])[CH:29]=1, predict the reactants needed to synthesize it. The reactants are: [H-].[Al+3].[H-].[H-].[H-].[Al+3].[Li+].[H-].[H-].[H-].C([O:13][CH2:14][C:15]([C:17]1[C:25]2[C:20](=[N:21][CH:22]=[CH:23][C:24]=2[O:26][C:27]2[CH:32]=[CH:31][C:30]([N+:33]([O-])=O)=[CH:29][C:28]=2[F:36])[NH:19][CH:18]=1)=[O:16])=O. (4) Given the product [N+:1]([C:4]1[CH:5]=[C:6]2[C:10](=[CH:11][CH:12]=1)[NH:9][CH:8]=[C:7]2[C:13]1[CH2:18][CH2:17][NH:16][CH2:15][CH:14]=1)([O-:3])=[O:2], predict the reactants needed to synthesize it. The reactants are: [N+:1]([C:4]1[CH:5]=[C:6]2[C:10](=[CH:11][CH:12]=1)[NH:9][CH:8]=[C:7]2[C:13]1[CH2:18][CH2:17][N:16](C(OC(C)(C)C)=O)[CH2:15][CH:14]=1)([O-:3])=[O:2].C(O)(C(F)(F)F)=O.